Dataset: Reaction yield outcomes from USPTO patents with 853,638 reactions. Task: Predict the reaction yield, written as a fraction of the theoretical maximum amount of product (1.0 means a 100% yield; for example, 0.34 means a 34% yield). (1) The reactants are Cl.Cl.[CH3:3][C:4]1[C:5]([N:13]2[CH2:18][CH2:17][NH:16][CH2:15][CH2:14]2)=[C:6]2[CH:12]=[N:11][NH:10][C:7]2=[N:8][CH:9]=1.C(N(C(C)C)CC)(C)C.CN(C(ON1N=NC2C=CC=NC1=2)=[N+](C)C)C.F[P-](F)(F)(F)(F)F.[C:52]([O:56][C:57]([N:59]1[CH2:63][CH2:62][CH2:61][C@H:60]1[C@H:64]([C:68]1[CH:73]=[CH:72][C:71]([Cl:74])=[CH:70][CH:69]=1)[C:65](O)=[O:66])=[O:58])([CH3:55])([CH3:54])[CH3:53]. The catalyst is CN(C=O)C. The product is [Cl:74][C:71]1[CH:70]=[CH:69][C:68]([C@@H:64]([C@@H:60]2[CH2:61][CH2:62][CH2:63][N:59]2[C:57]([O:56][C:52]([CH3:55])([CH3:54])[CH3:53])=[O:58])[C:65]([N:16]2[CH2:15][CH2:14][N:13]([C:5]3[C:4]([CH3:3])=[CH:9][N:8]=[C:7]4[NH:10][N:11]=[CH:12][C:6]=34)[CH2:18][CH2:17]2)=[O:66])=[CH:73][CH:72]=1. The yield is 0.670. (2) The reactants are [CH3:1][C:2]1[C:7]([CH:8]([CH2:13][CH2:14][CH3:15])[C:9]([O:11]C)=[O:10])=[C:6]([C:16]2[CH:24]=[C:23]3[C:19]([CH2:20][C:21](=[O:25])[NH:22]3)=[CH:18][CH:17]=2)[N:5]=[C:4]([C:26]2[CH:31]=[CH:30][CH:29]=[CH:28][CH:27]=2)[N:3]=1.[OH-].[Na+]. The catalyst is CO. The product is [CH3:1][C:2]1[C:7]([CH:8]([CH2:13][CH2:14][CH3:15])[C:9]([OH:11])=[O:10])=[C:6]([C:16]2[CH:24]=[C:23]3[C:19]([CH2:20][C:21](=[O:25])[NH:22]3)=[CH:18][CH:17]=2)[N:5]=[C:4]([C:26]2[CH:31]=[CH:30][CH:29]=[CH:28][CH:27]=2)[N:3]=1. The yield is 0.0200.